Dataset: Full USPTO retrosynthesis dataset with 1.9M reactions from patents (1976-2016). Task: Predict the reactants needed to synthesize the given product. Given the product [CH3:8][O:9][C:10]1[N:15]=[N:14][C:13]([N:16]2[C:20]([C:21]3[CH:26]=[N:25][C:24]([CH3:27])=[CH:23][N:22]=3)=[CH:19][C:18]([C:28]([O:30][CH3:1])=[O:29])=[N:17]2)=[CH:12][CH:11]=1, predict the reactants needed to synthesize it. The reactants are: [CH3:1][Si](C=[N+]=[N-])(C)C.[CH3:8][O:9][C:10]1[N:15]=[N:14][C:13]([N:16]2[C:20]([C:21]3[CH:26]=[N:25][C:24]([CH3:27])=[CH:23][N:22]=3)=[CH:19][C:18]([C:28]([OH:30])=[O:29])=[N:17]2)=[CH:12][CH:11]=1.